Predict the product of the given reaction. From a dataset of Forward reaction prediction with 1.9M reactions from USPTO patents (1976-2016). (1) The product is: [CH2:17]([O:16][C:14](=[O:15])[C:13]([C:2]1[CH:7]=[CH:6][C:5]([O:8][CH:9]([F:11])[F:10])=[CH:4][N:3]=1)([F:20])[F:19])[CH3:18]. Given the reactants Br[C:2]1[CH:7]=[CH:6][C:5]([O:8][CH:9]([F:11])[F:10])=[CH:4][N:3]=1.Br[C:13]([F:20])([F:19])[C:14]([O:16][CH2:17][CH3:18])=[O:15].O, predict the reaction product. (2) Given the reactants [Li+].[OH-].[CH2:3]([NH:5][C:6](=[O:48])[NH:7][C:8]1[N:13]=[CH:12][C:11]([C:14]2[CH:15]=[C:16]3[C:21](=[CH:22][N:23]=2)[N:20]([CH2:24][C:25]2[N:26]=[CH:27][N:28]([CH3:30])[CH:29]=2)[CH:19]=[C:18]([C:31]([O:33]CC)=[O:32])[C:17]3=[O:36])=[C:10]([C:37]2[S:38][CH:39]=[C:40]([C:42]3[CH:43]=[N:44][N:45]([CH3:47])[CH:46]=3)[N:41]=2)[CH:9]=1)[CH3:4].C1COCC1, predict the reaction product. The product is: [CH2:3]([NH:5][C:6](=[O:48])[NH:7][C:8]1[N:13]=[CH:12][C:11]([C:14]2[CH:15]=[C:16]3[C:21](=[CH:22][N:23]=2)[N:20]([CH2:24][C:25]2[N:26]=[CH:27][N:28]([CH3:30])[CH:29]=2)[CH:19]=[C:18]([C:31]([OH:33])=[O:32])[C:17]3=[O:36])=[C:10]([C:37]2[S:38][CH:39]=[C:40]([C:42]3[CH:43]=[N:44][N:45]([CH3:47])[CH:46]=3)[N:41]=2)[CH:9]=1)[CH3:4]. (3) Given the reactants [CH3:1][O:2][CH2:3][CH2:4][O:5][CH2:6][CH2:7][O:8][CH2:9][CH2:10][O:11][C@H:12]1[CH2:16][CH2:15][NH:14][CH2:13]1.[CH2:17]([O:24][C:25]([NH:27][C@@H:28]([C:32]1[CH:37]=[CH:36][CH:35]=[CH:34][CH:33]=1)[C:29](O)=[O:30])=[O:26])[C:18]1[CH:23]=[CH:22][CH:21]=[CH:20][CH:19]=1.CCN(C(C)C)C(C)C.F[B-](F)(F)F.N1(OC(N(C)C)=[N+](C)C)C2C=CC=CC=2N=N1, predict the reaction product. The product is: [CH2:17]([O:24][C:25](=[O:26])[NH:27][C@@H:28]([C:32]1[CH:37]=[CH:36][CH:35]=[CH:34][CH:33]=1)[C:29]([N:14]1[CH2:15][CH2:16][C@H:12]([O:11][CH2:10][CH2:9][O:8][CH2:7][CH2:6][O:5][CH2:4][CH2:3][O:2][CH3:1])[CH2:13]1)=[O:30])[C:18]1[CH:19]=[CH:20][CH:21]=[CH:22][CH:23]=1. (4) Given the reactants C[O-].[Na+].[CH3:4][C:5]1[CH:10]=[CH:9][C:8]([CH:11]=[CH:12][C:13]([O:15][CH2:16][CH3:17])=[O:14])=[CH:7][CH:6]=1.[N:18]1[CH:23]=[CH:22][CH:21]=[C:20]([CH2:24][C:25]#[N:26])[CH:19]=1, predict the reaction product. The product is: [C:25]([CH:24]([C:20]1[CH:19]=[N:18][CH:23]=[CH:22][CH:21]=1)[CH:11]([C:8]1[CH:7]=[CH:6][C:5]([CH3:4])=[CH:10][CH:9]=1)[CH2:12][C:13]([O:15][CH2:16][CH3:17])=[O:14])#[N:26]. (5) Given the reactants [N:1]([C:4]1[C:9]([N+:10]([O-])=O)=[CH:8][C:7]([O:13][CH3:14])=[C:6]([O:15][CH3:16])[N:5]=1)=[N+]=[N-].[CH3:17]O, predict the reaction product. The product is: [CH3:16][O:15][C:6]1[N:5]=[C:4]2[N:1]=[CH:17][NH:10][C:9]2=[CH:8][C:7]=1[O:13][CH3:14]. (6) The product is: [CH2:1]([O:5][C:6]1[CH:11]=[C:10]([CH2:12][Cl:25])[CH:9]=[CH:8][C:7]=1[C:14]1[CH:19]=[C:18]([O:20][CH3:21])[CH:17]=[CH:16][C:15]=1[F:22])[CH2:2][CH2:3][CH3:4]. Given the reactants [CH2:1]([O:5][C:6]1[CH:11]=[C:10]([CH2:12]O)[CH:9]=[CH:8][C:7]=1[C:14]1[CH:19]=[C:18]([O:20][CH3:21])[CH:17]=[CH:16][C:15]=1[F:22])[CH2:2][CH2:3][CH3:4].S(Cl)([Cl:25])=O, predict the reaction product.